Dataset: Full USPTO retrosynthesis dataset with 1.9M reactions from patents (1976-2016). Task: Predict the reactants needed to synthesize the given product. (1) Given the product [F:32][C:29]([F:30])([F:31])[C:25]1[CH:24]=[C:23]([C:21]2[N:22]=[C:18]([CH:15]3[CH2:14][CH2:13][CH:12]([CH2:11][NH2:10])[CH2:17][CH2:16]3)[NH:19][CH:20]=2)[CH:28]=[CH:27][CH:26]=1, predict the reactants needed to synthesize it. The reactants are: C(OC(=O)[NH:10][CH2:11][CH:12]1[CH2:17][CH2:16][CH:15]([C:18]2[NH:19][CH:20]=[C:21]([C:23]3[CH:28]=[CH:27][CH:26]=[C:25]([C:29]([F:32])([F:31])[F:30])[CH:24]=3)[N:22]=2)[CH2:14][CH2:13]1)C1C=CC=CC=1.[H][H]. (2) Given the product [CH:1]1([C:4]2[CH:5]=[C:6]([CH3:16])[C:7]([N:10]3[CH2:11][CH2:12][N:13]([C:22]([C:21]4[CH:25]=[CH:26][C:18]([I:17])=[CH:19][CH:20]=4)=[O:23])[CH2:14][CH2:15]3)=[N:8][CH:9]=2)[CH2:3][CH2:2]1, predict the reactants needed to synthesize it. The reactants are: [CH:1]1([C:4]2[CH:5]=[C:6]([CH3:16])[C:7]([N:10]3[CH2:15][CH2:14][NH:13][CH2:12][CH2:11]3)=[N:8][CH:9]=2)[CH2:3][CH2:2]1.[I:17][C:18]1[CH:26]=[CH:25][C:21]([C:22](Cl)=[O:23])=[CH:20][CH:19]=1. (3) Given the product [NH2:30][C:25]1[C:4]([C:5]#[N:6])=[C:22]([OH:24])[C:21]2[C:20](=[CH:19][CH:18]=[C:17]([N:14]3[CH2:13][CH2:12][N:11]([CH3:10])[CH2:16][CH2:15]3)[CH:28]=2)[N:26]=1, predict the reactants needed to synthesize it. The reactants are: C(#N)C([CH2:4][C:5]#[N:6])O.[H-].[Na+].[CH3:10][N:11]1[CH2:16][CH2:15][N:14]([C:17]2[CH:28]=[C:21]3[C:22]([O:24][C:25](=O)[NH:26][C:20]3=[CH:19][CH:18]=2)=O)[CH2:13][CH2:12]1.C[N:30](C)C=O.